Dataset: Forward reaction prediction with 1.9M reactions from USPTO patents (1976-2016). Task: Predict the product of the given reaction. (1) Given the reactants [C:1]([CH2:3][CH2:4][PH:5](O[C@@H]1[C@@H](COC(C2C=CC=CC=2)(C2C=CC(OC)=CC=2)C2C=CC(OC)=CC=2)O[C@@H](N2C=CC(=O)NC2=O)[C@@H]1OCOCC(C(F)(F)F)C(F)(F)F)([N:7]([CH:11]([CH3:13])[CH3:12])[CH:8]([CH3:10])[CH3:9])[OH:6])#[N:2].[C:66]([NH:69][C:70]1[C:71]2[N:72]=[CH:73][N:74]([C:119]=2[N:120]=[CH:121][N:122]=1)[C@@H:75]1[O:118][C@H:92]([CH2:93][O:94][C:95]([C:112]2[CH:117]=[CH:116][CH:115]=[CH:114][CH:113]=2)([C:104]2[CH:109]=[CH:108][C:107]([O:110][CH3:111])=[CH:106][CH:105]=2)[C:96]2[CH:101]=[CH:100][C:99]([O:102][CH3:103])=[CH:98][CH:97]=2)[C@@H:90]([OH:91])[C@H:76]1[O:77][CH2:78][O:79][CH2:80][CH:81]([C:86]([F:89])([F:88])[F:87])[C:82]([F:85])([F:84])[F:83])(=[O:68])[CH3:67], predict the reaction product. The product is: [C:1]([CH2:3][CH2:4][PH:5]([O:91][C@@H:90]1[C@@H:92]([CH2:93][O:94][C:95]([C:112]2[CH:113]=[CH:114][CH:115]=[CH:116][CH:117]=2)([C:104]2[CH:109]=[CH:108][C:107]([O:110][CH3:111])=[CH:106][CH:105]=2)[C:96]2[CH:97]=[CH:98][C:99]([O:102][CH3:103])=[CH:100][CH:101]=2)[O:118][C@@H:75]([N:74]2[C:119]3[N:120]=[CH:121][N:122]=[C:70]([NH:69][C:66](=[O:68])[CH3:67])[C:71]=3[N:72]=[CH:73]2)[C@@H:76]1[O:77][CH2:78][O:79][CH2:80][CH:81]([C:82]([F:83])([F:84])[F:85])[C:86]([F:89])([F:88])[F:87])([N:7]([CH:11]([CH3:13])[CH3:12])[CH:8]([CH3:9])[CH3:10])[OH:6])#[N:2]. (2) Given the reactants [Cl:1][C:2]1[C:13]([CH:14]([F:16])[F:15])=[CH:12][CH:11]=[CH:10][C:3]=1[O:4][CH:5]([CH2:8][CH3:9])[C:6]#[N:7].[CH2:17](N)[CH2:18][NH2:19].[S-]SS[S-].[Na+].[Na+], predict the reaction product. The product is: [Cl:1][C:2]1[C:13]([CH:14]([F:15])[F:16])=[CH:12][CH:11]=[CH:10][C:3]=1[O:4][CH:5]([C:6]1[NH:19][CH2:18][CH2:17][N:7]=1)[CH2:8][CH3:9]. (3) Given the reactants C(NC(C)C)(C)C.C([Li])CCC.[Cl:13][C:14]1[CH:18]=[CH:17][S:16][C:15]=1[C:19]([OH:21])=[O:20].[Br:22]C(F)(F)C(Br)(F)F.Cl, predict the reaction product. The product is: [Br:22][C:17]1[S:16][C:15]([C:19]([OH:21])=[O:20])=[C:14]([Cl:13])[CH:18]=1. (4) Given the reactants [N+:1]([C:4]1[CH:9]=[CH:8][C:7]([C:10]2[N:19]=[C:18]([C:20]([O:22][CH2:23][CH3:24])=[O:21])[C:17]3[C:12](=[CH:13][CH:14]=[CH:15][CH:16]=3)[N:11]=2)=[CH:6][CH:5]=1)([O-])=O.[OH-].[Na+].[O-]S([O-])(=S)=O.[Na+].[Na+], predict the reaction product. The product is: [NH2:1][C:4]1[CH:9]=[CH:8][C:7]([C:10]2[N:19]=[C:18]([C:20]([O:22][CH2:23][CH3:24])=[O:21])[C:17]3[C:12](=[CH:13][CH:14]=[CH:15][CH:16]=3)[N:11]=2)=[CH:6][CH:5]=1. (5) Given the reactants [NH2:1][C@@H:2]([C:7]([OH:9])=[O:8])[CH2:3][C:4]([OH:6])=[O:5].S(Cl)([Cl:12])=O.[CH2:14](OCC)C, predict the reaction product. The product is: [NH2:1][C@H:2]([CH2:3][C:4]([O:6][CH3:14])=[O:5])[C:7]([OH:9])=[O:8].[ClH:12]. (6) Given the reactants C([Si](C)(C)[O:6][C:7]1[CH:12]=[CH:11][C:10]([O:13][CH2:14][CH2:15][O:16][CH2:17][CH2:18][O:19][CH2:20][CH2:21][O:22][CH2:23][CH2:24][O:25][CH2:26][CH2:27][O:28][C:29]([C:42]2[CH:47]=[CH:46][CH:45]=[CH:44][CH:43]=2)([C:36]2[CH:41]=[CH:40][CH:39]=[CH:38][CH:37]=2)[C:30]2[CH:35]=[CH:34][CH:33]=[CH:32][CH:31]=2)=[CH:9][CH:8]=1)(C)(C)C.[F-].C([N+](CCCC)(CCCC)CCCC)CCC, predict the reaction product. The product is: [C:29]([O:28][CH2:27][CH2:26][O:25][CH2:24][CH2:23][O:22][CH2:21][CH2:20][O:19][CH2:18][CH2:17][O:16][CH2:15][CH2:14][O:13][C:10]1[CH:11]=[CH:12][C:7]([OH:6])=[CH:8][CH:9]=1)([C:42]1[CH:47]=[CH:46][CH:45]=[CH:44][CH:43]=1)([C:36]1[CH:37]=[CH:38][CH:39]=[CH:40][CH:41]=1)[C:30]1[CH:31]=[CH:32][CH:33]=[CH:34][CH:35]=1.